From a dataset of Full USPTO retrosynthesis dataset with 1.9M reactions from patents (1976-2016). Predict the reactants needed to synthesize the given product. (1) Given the product [CH2:7]([O:6][C:4]([C@@H:2]1[CH2:3][C@H:1]1[C:9]([OH:11])=[O:10])=[O:5])[CH3:8], predict the reactants needed to synthesize it. The reactants are: [C@@H:1]1([C:9]([O:11]CC)=[O:10])[CH2:3][C@H:2]1[C:4]([O:6][CH2:7][CH3:8])=[O:5].[OH-].[Na+].Cl. (2) Given the product [CH2:1]([O:3][C:4]([C:6]1[N:7]([CH2:13][C:14]([C:16]2[CH:21]=[CH:20][C:19]([Br:22])=[CH:18][CH:17]=2)=[O:15])[CH:8]=[C:9]([F:11])[CH:10]=1)=[O:5])[CH3:2], predict the reactants needed to synthesize it. The reactants are: [CH2:1]([O:3][C:4]([C:6]1[NH:7][CH:8]=[C:9]([F:11])[CH:10]=1)=[O:5])[CH3:2].Br[CH2:13][C:14]([C:16]1[CH:21]=[CH:20][C:19]([Br:22])=[CH:18][CH:17]=1)=[O:15].C(=O)([O-])[O-].[Cs+].[Cs+].O. (3) Given the product [OH:45][C:42]1[CH:43]=[CH:44][C:39]([C:31]2[N:30]=[C:29]([C:23]#[N:25])[N:37]=[C:36]3[C:32]=2[N:33]=[CH:34][N:35]3[CH3:38])=[CH:40][C:41]=1[C:55]([F:56])([F:57])[F:58], predict the reactants needed to synthesize it. The reactants are: C(P(C(C)(C)C)C1C=CC=CC=1C1C=CC=CC=1)(C)(C)C.C[C:23]([N:25](C)C)=O.Cl[C:29]1[N:37]=[C:36]2[C:32]([N:33]=[CH:34][N:35]2[CH3:38])=[C:31]([C:39]2[CH:44]=[CH:43][C:42]([O:45]CC3C=CC(OC)=CC=3)=[C:41]([C:55]([F:58])([F:57])[F:56])[CH:40]=2)[N:30]=1. (4) Given the product [CH:18]1([NH:17][C:13]2[N:12]=[C:11]([C:10]3[C:9]([C:23]4[CH:24]=[CH:25][C:26]([F:29])=[CH:27][CH:28]=4)=[N:8][N:7]4[C:2]([NH2:30])=[CH:3][CH:4]=[CH:5][C:6]=34)[CH:16]=[CH:15][N:14]=2)[CH2:19][CH2:20][CH2:21][CH2:22]1, predict the reactants needed to synthesize it. The reactants are: Cl[C:2]1[N:7]2[N:8]=[C:9]([C:23]3[CH:28]=[CH:27][C:26]([F:29])=[CH:25][CH:24]=3)[C:10]([C:11]3[CH:16]=[CH:15][N:14]=[C:13]([NH:17][CH:18]4[CH2:22][CH2:21][CH2:20][CH2:19]4)[N:12]=3)=[C:6]2[CH:5]=[CH:4][CH:3]=1.[N-:30]=[N+]=[N-].[Na+].CCOCC. (5) Given the product [O:13]=[C:12]1[NH:11][C:10]2[CH:14]=[CH:15][CH:16]=[CH:17][C:9]=2[C:8]2[CH:18]=[CH:19][CH:20]=[CH:21][C:7]=2[C@@H:6]1[NH:5][C:3]([C@@H:2]([O:1][C:30](=[O:31])[O:32][C:33]1[CH:34]=[CH:35][C:36]([N+:39]([O-:41])=[O:40])=[CH:37][CH:38]=1)[CH3:22])=[O:4], predict the reactants needed to synthesize it. The reactants are: [OH:1][C@@H:2]([CH3:22])[C:3]([NH:5][C@@H:6]1[C:12](=[O:13])[NH:11][C:10]2[CH:14]=[CH:15][CH:16]=[CH:17][C:9]=2[C:8]2[CH:18]=[CH:19][CH:20]=[CH:21][C:7]1=2)=[O:4].N1C=CC=CC=1.Cl[C:30]([O:32][C:33]1[CH:38]=[CH:37][C:36]([N+:39]([O-:41])=[O:40])=[CH:35][CH:34]=1)=[O:31].C(OC(=O)C)C.C1CCCCC1.